This data is from Full USPTO retrosynthesis dataset with 1.9M reactions from patents (1976-2016). The task is: Predict the reactants needed to synthesize the given product. (1) Given the product [Br:1][C:2]1[N:7]=[C:6]([C:8](=[N:27][S@:25]([C:22]([CH3:24])([CH3:23])[CH3:21])=[O:26])[CH:9]([F:11])[F:10])[C:5]([F:13])=[C:4]([Si:14]([CH2:19][CH3:20])([CH2:17][CH3:18])[CH2:15][CH3:16])[CH:3]=1, predict the reactants needed to synthesize it. The reactants are: [Br:1][C:2]1[N:7]=[C:6]([C:8](=O)[CH:9]([F:11])[F:10])[C:5]([F:13])=[C:4]([Si:14]([CH2:19][CH3:20])([CH2:17][CH3:18])[CH2:15][CH3:16])[CH:3]=1.[CH3:21][C:22]([S@@:25]([NH2:27])=[O:26])([CH3:24])[CH3:23]. (2) Given the product [CH2:1]([C:3]1[NH:4][C:5]([C:9]2[CH:14]=[C:13]([N:19]3[CH2:24][CH2:23][CH2:22][CH2:21][CH2:20]3)[CH:12]=[CH:11][C:10]=2[N+:16]([O-:18])=[O:17])=[C:6]([CH3:8])[N:7]=1)[CH3:2], predict the reactants needed to synthesize it. The reactants are: [CH2:1]([C:3]1[NH:4][C:5]([C:9]2[CH:14]=[C:13](F)[CH:12]=[CH:11][C:10]=2[N+:16]([O-:18])=[O:17])=[C:6]([CH3:8])[N:7]=1)[CH3:2].[NH:19]1[CH2:24][CH2:23][CH2:22][CH2:21][CH2:20]1. (3) Given the product [OH:8][C:9]1[C:14](=[O:15])[N:13]=[C:12]([CH2:16][C:17]2([C:22]3[CH:23]=[CH:24][CH:25]=[CH:26][CH:27]=3)[CH2:18][CH2:19][CH2:20][CH2:21]2)[N:11]2[CH2:28][CH2:29][N:30]([CH3:33])[C:31](=[O:32])[C:10]=12, predict the reactants needed to synthesize it. The reactants are: C([O:8][C:9]1[C:14](=[O:15])[N:13]=[C:12]([CH2:16][C:17]2([C:22]3[CH:27]=[CH:26][CH:25]=[CH:24][CH:23]=3)[CH2:21][CH2:20][CH2:19][CH2:18]2)[N:11]2[CH2:28][CH2:29][N:30]([CH3:33])[C:31](=[O:32])[C:10]=12)C1C=CC=CC=1.C1(C2C=CC=CC=2)C=CC=CC=1CC1N2CCN(C)C(=O)C2=C(O)C(=O)N=1. (4) Given the product [Br:26][C:27]1[CH:28]=[N:29][N:30]([C:2]2[C:7]([Cl:8])=[CH:6][N:5]=[C:4]3[N:9]([CH2:18][O:19][CH2:20][CH2:21][Si:22]([CH3:25])([CH3:24])[CH3:23])[C:10]([C:12]4[CH:13]=[N:14][N:15]([CH3:17])[CH:16]=4)=[CH:11][C:3]=23)[CH:31]=1, predict the reactants needed to synthesize it. The reactants are: Cl[C:2]1[C:7]([Cl:8])=[CH:6][N:5]=[C:4]2[N:9]([CH2:18][O:19][CH2:20][CH2:21][Si:22]([CH3:25])([CH3:24])[CH3:23])[C:10]([C:12]3[CH:13]=[N:14][N:15]([CH3:17])[CH:16]=3)=[CH:11][C:3]=12.[Br:26][C:27]1[CH:28]=[N:29][NH:30][CH:31]=1.C(=O)([O-])[O-].[K+].[K+].